From a dataset of Reaction yield outcomes from USPTO patents with 853,638 reactions. Predict the reaction yield, written as a fraction of the theoretical maximum amount of product (1.0 means a 100% yield; for example, 0.34 means a 34% yield). (1) The reactants are [C:1]([OH:13])(=[O:12])[CH2:2][C:3]([CH2:8][C:9]([OH:11])=[O:10])([C:5]([OH:7])=[O:6])[OH:4].[N:14]1([CH2:19][CH2:20][CH2:21][N:22]2[CH2:27][CH2:26][CH:25]([CH2:28][NH2:29])[CH2:24][CH2:23]2)[CH:18]=[CH:17][N:16]=[N:15]1. The catalyst is CC(C)=O. The product is [C:1]([OH:13])(=[O:12])[CH2:2][C:3]([CH2:8][C:9]([OH:11])=[O:10])([C:5]([OH:7])=[O:6])[OH:4].[N:14]1([CH2:19][CH2:20][CH2:21][N:22]2[CH2:23][CH2:24][CH:25]([CH2:28][NH2:29])[CH2:26][CH2:27]2)[CH:18]=[CH:17][N:16]=[N:15]1. The yield is 0.860. (2) The reactants are [OH-].[Na+].[CH3:3][N:4]([CH2:14][C:15]1[S:19][CH:18]=[C:17]([C:20]2[CH:25]=[CH:24][C:23]([CH2:26][CH2:27][C:28]([O:30]CC)=[O:29])=[CH:22][CH:21]=2)[CH:16]=1)[C:5](=[O:13])[CH2:6][CH2:7][CH2:8][CH2:9][CH2:10][CH2:11][CH3:12].O1CCCC1.CO.O. The catalyst is C(O)(=O)C. The product is [CH3:3][N:4]([CH2:14][C:15]1[S:19][CH:18]=[C:17]([C:20]2[CH:21]=[CH:22][C:23]([CH2:26][CH2:27][C:28]([OH:30])=[O:29])=[CH:24][CH:25]=2)[CH:16]=1)[C:5](=[O:13])[CH2:6][CH2:7][CH2:8][CH2:9][CH2:10][CH2:11][CH3:12]. The yield is 0.370. (3) The reactants are [CH3:1][C:2]1[C:16](=[O:17])[N:15]=[C:14]2[N:4]([C@@H:5]3[O:9][C@H:8]([CH2:10][OH:11])[C@@H:7]([OH:12])[C@@H:6]3[O:13]2)[CH:3]=1.[CH3:18][O:19][CH2:20][CH2:21][O:22]B([O:22][CH2:21][CH2:20][O:19][CH3:18])[O:22][CH2:21][CH2:20][O:19][CH3:18]. The catalyst is COCCO. The product is [CH3:18][O:19][CH2:20][CH2:21][O:22][C@@H:6]1[C@H:7]([OH:12])[C@@H:8]([CH2:10][OH:11])[O:9][C@H:5]1[N:4]1[CH:3]=[C:2]([CH3:1])[C:16](=[O:17])[NH:15][C:14]1=[O:13]. The yield is 0.630. (4) The product is [CH3:8][N:7]([C:5](=[O:6])[C:4]#[CH:3])[CH2:9][C:10]([O:12][CH2:13][CH3:14])=[O:11]. The reactants are C[Si](C)(C)[C:3]#[C:4][C:5]([N:7]([CH2:9][C:10]([O:12][CH2:13][CH3:14])=[O:11])[CH3:8])=[O:6].CCCC[N+](CCCC)(CCCC)CCCC.[F-].[NH4+].[Cl-]. The yield is 0.510. The catalyst is C1COCC1. (5) The reactants are [Br:1][C:2]1[CH:7]=[CH:6][CH:5]=[C:4]([NH:8][C:9]([NH:11]C(=O)C2C=CC=CC=2)=[S:10])[N:3]=1.[OH-].[Na+].Cl.C(=O)(O)[O-].[K+]. No catalyst specified. The product is [Br:1][C:2]1[N:3]=[C:4]([NH:8][C:9]([NH2:11])=[S:10])[CH:5]=[CH:6][CH:7]=1. The yield is 0.940. (6) The reactants are [Cl:1][C:2]1[CH:7]=[CH:6][C:5]([CH:8]([C:10]2[N:14]3[N:15]=[C:16]([Cl:26])[CH:17]=[C:18]([CH2:19][N:20]4[CH2:25][CH2:24][O:23][CH2:22][CH2:21]4)[C:13]3=[N:12][C:11]=2[CH3:27])O)=[C:4]([F:28])[CH:3]=1.ClCCCl.C([SiH](CC)CC)C.FC(F)(F)C(O)=O. The catalyst is CO. The product is [Cl:26][C:16]1[CH:17]=[C:18]([CH2:19][N:20]2[CH2:21][CH2:22][O:23][CH2:24][CH2:25]2)[C:13]2[N:14]([C:10]([CH2:8][C:5]3[CH:6]=[CH:7][C:2]([Cl:1])=[CH:3][C:4]=3[F:28])=[C:11]([CH3:27])[N:12]=2)[N:15]=1. The yield is 0.940. (7) The reactants are [C:1]([Si:5]([CH3:20])([CH3:19])[O:6][CH2:7][CH2:8][O:9][CH2:10][CH2:11][O:12][CH2:13][CH2:14][O:15][CH2:16][CH2:17]O)([CH3:4])([CH3:3])[CH3:2].C(Br)(Br)(Br)[Br:22].N1C=CC=CC=1.C1(P(C2C=CC=CC=2)C2C=CC=CC=2)C=CC=CC=1. The catalyst is ClCCl. The product is [Br:22][CH2:17][CH2:16][O:15][CH2:14][CH2:13][O:12][CH2:11][CH2:10][O:9][CH2:8][CH2:7][O:6][Si:5]([C:1]([CH3:4])([CH3:3])[CH3:2])([CH3:20])[CH3:19]. The yield is 0.796. (8) The reactants are [Br:1][C:2]1[CH:7]=[CH:6][NH:5][C:4](=[O:8])[CH:3]=1.[CH3:9][C:10]1([CH3:13])[CH2:12][O:11]1.C([O-])([O-])=O.[K+].[K+]. The catalyst is CN(C=O)C. The product is [Br:1][C:2]1[CH:7]=[CH:6][N:5]([CH2:9][C:10]([OH:11])([CH3:13])[CH3:12])[C:4](=[O:8])[CH:3]=1. The yield is 0.850. (9) The reactants are [Li]CCCC.CN(C)CCO.[Cl:12][C:13]1[CH:18]=[CH:17][C:16]([CH:19]2[CH2:21][CH2:20]2)=[CH:15][N:14]=1.[F:22][C:23]1[N:34]=[CH:33][CH:32]=[CH:31][C:24]=1[C:25](N(OC)C)=[O:26]. The catalyst is CCCCCC.O1CCCC1. The product is [Cl:12][C:13]1[N:14]=[C:15]([C:25]([C:24]2[C:23]([F:22])=[N:34][CH:33]=[CH:32][CH:31]=2)=[O:26])[C:16]([CH:19]2[CH2:21][CH2:20]2)=[CH:17][CH:18]=1. The yield is 0.610. (10) The reactants are [N+:1]([C:4]1[CH:9]=[CH:8][C:7]([N:10]2[CH2:15][CH2:14][N:13]([CH2:16][CH2:17][NH2:18])[CH2:12][CH2:11]2)=[CH:6][CH:5]=1)([O-:3])=[O:2].[CH2:19]([C:22]1[N:26]([C:27]2[CH:32]=[CH:31][CH:30]=[CH:29][CH:28]=2)[N:25]=[C:24]([CH:33]=O)[CH:23]=1)[CH2:20][CH3:21]. No catalyst specified. The product is [N+:1]([C:4]1[CH:5]=[CH:6][C:7]([N:10]2[CH2:11][CH2:12][N:13]([CH2:16][CH2:17][NH:18][CH2:33][C:24]3[CH:23]=[C:22]([CH2:19][CH2:20][CH3:21])[N:26]([C:27]4[CH:32]=[CH:31][CH:30]=[CH:29][CH:28]=4)[N:25]=3)[CH2:14][CH2:15]2)=[CH:8][CH:9]=1)([O-:3])=[O:2]. The yield is 0.786.